Dataset: Catalyst prediction with 721,799 reactions and 888 catalyst types from USPTO. Task: Predict which catalyst facilitates the given reaction. (1) Reactant: Br[C:2]1[S:3][CH:4]=[C:5]([Br:7])[N:6]=1.[OH:8][C:9]1[CH:14]=[CH:13][C:12](B(O)O)=[CH:11][CH:10]=1. Product: [Br:7][C:5]1[N:6]=[C:2]([C:12]2[CH:13]=[CH:14][C:9]([OH:8])=[CH:10][CH:11]=2)[S:3][CH:4]=1. The catalyst class is: 6. (2) Reactant: C([O:3][C:4](=[O:30])[CH2:5][N:6]1[CH2:12][CH:11]([C:13]2[CH:18]=[CH:17][CH:16]=[CH:15][C:14]=2[Cl:19])[C:10]2[CH:20]=[C:21]([Cl:24])[CH:22]=[CH:23][C:9]=2[CH:8]([CH2:25][CH:26]([CH3:28])[CH3:27])[C:7]1=[O:29])C.[OH-].[Na+].Cl.ClCCl. Product: [Cl:24][C:21]1[CH:22]=[CH:23][C:9]2[CH:8]([CH2:25][CH:26]([CH3:27])[CH3:28])[C:7](=[O:29])[N:6]([CH2:5][C:4]([OH:30])=[O:3])[CH2:12][CH:11]([C:13]3[CH:18]=[CH:17][CH:16]=[CH:15][C:14]=3[Cl:19])[C:10]=2[CH:20]=1. The catalyst class is: 38. (3) Reactant: [Li+].[OH-].O.[O:4]=[C:5]1[CH:11]([C:12]([O:14]CC)=[O:13])[CH2:10][CH2:9][CH2:8][CH2:7][N:6]1[C:17]1[CH:22]=[CH:21][CH:20]=[CH:19][CH:18]=1. Product: [O:4]=[C:5]1[CH:11]([C:12]([OH:14])=[O:13])[CH2:10][CH2:9][CH2:8][CH2:7][N:6]1[C:17]1[CH:18]=[CH:19][CH:20]=[CH:21][CH:22]=1. The catalyst class is: 20. (4) Reactant: Cl.O1CCOCC1.[CH2:8]([N:10]([CH2:24][CH2:25][C:26]1[CH:30]=[CH:29][N:28](C2CCCCO2)[N:27]=1)[C:11](=[O:23])[C:12]1[CH:17]=[CH:16][CH:15]=[CH:14][C:13]=1[N:18]1[N:22]=[CH:21][CH:20]=[N:19]1)[CH3:9].C([O-])(O)=O.[Na+]. Product: [CH2:8]([N:10]([CH2:24][CH2:25][C:26]1[CH:30]=[CH:29][NH:28][N:27]=1)[C:11](=[O:23])[C:12]1[CH:17]=[CH:16][CH:15]=[CH:14][C:13]=1[N:18]1[N:22]=[CH:21][CH:20]=[N:19]1)[CH3:9]. The catalyst class is: 14.